From a dataset of Retrosynthesis with 50K atom-mapped reactions and 10 reaction types from USPTO. Predict the reactants needed to synthesize the given product. (1) The reactants are: CCC(Br)c1nc2cccnc2c(=O)n1Cc1ccccc1.CN(C)CCN. Given the product CCC(NCCN(C)C)c1nc2cccnc2c(=O)n1Cc1ccccc1, predict the reactants needed to synthesize it. (2) Given the product O=Cc1ccc([N+](=O)[O-])cc1Cl, predict the reactants needed to synthesize it. The reactants are: O=C(Cl)c1ccc([N+](=O)[O-])cc1Cl. (3) The reactants are: Cc1ccc(C(=O)Nc2cn(C3CCCCO3)nc2C(=O)NCC(F)(F)F)cn1. Given the product Cc1ccc(C(=O)Nc2c[nH]nc2C(=O)NCC(F)(F)F)cn1, predict the reactants needed to synthesize it.